Dataset: Forward reaction prediction with 1.9M reactions from USPTO patents (1976-2016). Task: Predict the product of the given reaction. Given the reactants [O:1]=[C:2]1[CH:9]2[CH2:10][C:5]3([NH:12][C:13](=[O:19])[O:14][C:15]([CH3:18])([CH3:17])[CH3:16])[CH2:6][CH:7]([CH2:11][CH:3]1[CH2:4]3)[CH2:8]2.[Li][CH3:21], predict the reaction product. The product is: [C:15]([O:14][C:13](=[O:19])[NH:12][C:5]12[CH2:4][CH:3]3[CH2:11][CH:7]([CH2:8][CH:9]([C:2]3([OH:1])[CH3:21])[CH2:10]1)[CH2:6]2)([CH3:16])([CH3:18])[CH3:17].